Task: Binary Classification. Given a miRNA mature sequence and a target amino acid sequence, predict their likelihood of interaction.. Dataset: Experimentally validated miRNA-target interactions with 360,000+ pairs, plus equal number of negative samples The miRNA is hsa-miR-335-5p with sequence UCAAGAGCAAUAACGAAAAAUGU. The protein sequence of the target gene is MTEVQAMVEFSVELNKFYNVDLFQRGFYQIRASMKIPSRIPHRVEASLLHATGMTLAFPASVHDSLICSKTFQILYKNEEVVLNDVMIFKVKMLLDERKIEETLEEMNFLLSLDLHFTDGDYSADDLNALQLISSRTLKLHFSPHRGLHHHVNVMFDYFHLSVVSVTVHASLVALHQPLISFPRPVKTTWLNRNAPAQNKDSVIPTLESVVFGINYTKQLSPDGCSFIIADSFLHHAYRFHYTLCATLLLAFKGLHSYFITVTEEIPSCQKLELEEMDVEARLTELCEEVKKIENPDELA.... Result: 1 (interaction).